Dataset: Full USPTO retrosynthesis dataset with 1.9M reactions from patents (1976-2016). Task: Predict the reactants needed to synthesize the given product. (1) Given the product [CH3:1][O:2][C:3]([O:5][CH:6]1[O:11][C:9](=[O:10])[C:8]([Cl:12])=[C:7]1[S:21][C:17]1[CH:16]=[C:15]([CH3:14])[CH:20]=[CH:19][CH:18]=1)=[O:4], predict the reactants needed to synthesize it. The reactants are: [CH3:1][O:2][C:3]([O:5][CH:6]1[O:11][C:9](=[O:10])[C:8]([Cl:12])=[C:7]1Cl)=[O:4].[CH3:14][C:15]1[CH:20]=[CH:19][CH:18]=[C:17]([SH:21])[CH:16]=1.[F-].[Cs+]. (2) Given the product [Br:1][C:2]1[CH:10]=[C:9]2[C:5]([CH:6]=[N:7][N:8]2[CH2:20][C:21]([CH3:24])([OH:22])[CH3:23])=[CH:4][C:3]=1[O:11][C:12]1[CH:17]=[CH:16][C:15]([F:18])=[CH:14][C:13]=1[F:19], predict the reactants needed to synthesize it. The reactants are: [Br:1][C:2]1[CH:10]=[C:9]2[C:5]([CH:6]=[N:7][NH:8]2)=[CH:4][C:3]=1[O:11][C:12]1[CH:17]=[CH:16][C:15]([F:18])=[CH:14][C:13]=1[F:19].[CH3:20][C:21]1([CH3:24])[CH2:23][O:22]1.C(=O)([O-])[O-].[K+].[K+]. (3) The reactants are: [C:1](=[O:12])([O:7][C:8]([CH3:11])([CH3:10])[CH3:9])OC(C)(C)C.CN(C1C=C[CH:19]=[CH:18][N:17]=1)C.C(OC(=O)CC1NC2C=C[C:35]([N:37]([S:39]([CH3:42])(=[O:41])=[O:40])C)=CC=2SC=1)C.Cl[C:45]1[CH:46]=[C:47]([CH:52]=[CH:53][CH:54]=1)C(OO)=O.[S:55]([O-])([O-:58])(=[O:57])=S.[Na+].[Na+].[C:62]([O:65][CH2:66][CH3:67])(=[O:64])[CH3:63]. Given the product [C:8]([O:7][C:1]([N:17]1[C:54]2[CH:53]=[CH:52][C:47]([N:37]([S:39]([CH3:42])(=[O:41])=[O:40])[CH3:35])=[CH:46][C:45]=2[S:55](=[O:58])(=[O:57])[CH:19]=[C:18]1[CH2:63][C:62]([O:65][CH2:66][CH3:67])=[O:64])=[O:12])([CH3:9])([CH3:10])[CH3:11], predict the reactants needed to synthesize it. (4) Given the product [CH:21]1([CH2:20][CH2:19][C:9]2[N:10]=[C:11]3[CH:18]=[CH:17][CH:16]=[CH:15][N:12]3[C:13](=[O:14])[C:8]=2[C:5]2[CH:6]=[CH:7][C:2]([NH:46][C@@H:47]3[CH2:51][CH2:50][N:49]([C:52]([O:54][C:55]([CH3:58])([CH3:57])[CH3:56])=[O:53])[CH2:48]3)=[CH:3][CH:4]=2)[CH2:23][CH2:22]1, predict the reactants needed to synthesize it. The reactants are: Cl[C:2]1[CH:7]=[CH:6][C:5]([C:8]2[C:13](=[O:14])[N:12]3[CH:15]=[CH:16][CH:17]=[CH:18][C:11]3=[N:10][C:9]=2[CH2:19][CH2:20][CH:21]2[CH2:23][CH2:22]2)=[CH:4][CH:3]=1.C(C1N=C2C=CC=CN2C(=O)C=1C1C=CC(Cl)=CC=1)CCC.[NH2:46][C@@H:47]1[CH2:51][CH2:50][N:49]([C:52]([O:54][C:55]([CH3:58])([CH3:57])[CH3:56])=[O:53])[CH2:48]1.NC1CCCN(C(OC(C)(C)C)=O)C1. (5) The reactants are: COP([CH2:7][C:8]([CH:10]1[CH2:15][CH2:14][N:13]([C:16]([O:18][C:19]([CH3:22])([CH3:21])[CH3:20])=[O:17])[CH2:12][CH2:11]1)=[O:9])(OC)=O.C(=O)([O-])[O-].[K+].[K+].[Br:29][C:30]1[CH:37]=[CH:36][C:33]([CH:34]=O)=[CH:32][CH:31]=1. Given the product [Br:29][C:30]1[CH:37]=[CH:36][C:33](/[CH:34]=[CH:7]/[C:8]([CH:10]2[CH2:11][CH2:12][N:13]([C:16]([O:18][C:19]([CH3:20])([CH3:21])[CH3:22])=[O:17])[CH2:14][CH2:15]2)=[O:9])=[CH:32][CH:31]=1, predict the reactants needed to synthesize it. (6) Given the product [Cl:1][C:2]1[CH:3]=[CH:4][C:5]2[N:6]([C:8]([C:17]3[CH:22]=[CH:21][N:20]=[N:19][CH:18]=3)=[C:9]([C:11]3[CH:12]=[CH:13][CH:14]=[CH:15][CH:16]=3)[N:10]=2)[N:7]=1, predict the reactants needed to synthesize it. The reactants are: [Cl:1][C:2]1[CH:3]=[CH:4][C:5]2[N:6]([C:8]([CH:17]3[CH:22]=[CH:21][N:20](C(OCC)=O)[N:19]=[CH:18]3)=[C:9]([C:11]3[CH:16]=[CH:15][CH:14]=[CH:13][CH:12]=3)[N:10]=2)[N:7]=1.C1(Cl)C(Cl)=C(Cl)C(=O)C(=O)C=1Cl.[OH-].[Na+]. (7) Given the product [Br:1][C:2]1[C:10]2[N:9]=[N:8][N:7]([CH2:11][C:12]([CH3:13])([CH3:15])[CH3:14])[C:6]=2[CH:5]=[CH:4][C:3]=1[O:16][C:17]1[CH:22]=[CH:21][CH:20]=[CH:19][CH:18]=1, predict the reactants needed to synthesize it. The reactants are: [Br:1][C:2]1[C:10]2[N:9]=[N:8][N:7]([CH2:11][C:12]([CH3:15])([CH3:14])[CH3:13])[C:6]=2[CH:5]=[CH:4][C:3]=1[OH:16].[C:17]1(B(O)O)[CH:22]=[CH:21][CH:20]=[CH:19][CH:18]=1. (8) Given the product [F:36][C:37]([F:56])([F:55])[S:38]([O:32][C:29]1[CH:28]=[CH:27][C:26]([C:23]2[CH:24]=[CH:25][C:9]3=[C:10]([CH:22]=2)[N:11]=[C:12]([NH:14][C:15]([O:16][C:17]([CH3:20])([CH3:19])[CH3:18])=[O:21])[CH2:13][C:7]([C:5](=[O:6])[N:4]([CH2:1][CH2:2][CH3:3])[CH2:33][CH2:34][CH3:35])=[CH:8]3)=[CH:31][CH:30]=1)(=[O:40])=[O:39], predict the reactants needed to synthesize it. The reactants are: [CH2:1]([N:4]([CH2:33][CH2:34][CH3:35])[C:5]([C:7]1=[CH:8][C:9]2[CH:25]=[CH:24][C:23]([C:26]3[CH:31]=[CH:30][C:29]([OH:32])=[CH:28][CH:27]=3)=[CH:22][C:10]=2[N:11]=[C:12]([NH:14][C:15](=[O:21])[O:16][C:17]([CH3:20])([CH3:19])[CH3:18])[CH2:13]1)=[O:6])[CH2:2][CH3:3].[F:36][C:37]([F:56])([F:55])[S:38](N(C1C=CC=CC=1)[S:38]([C:37]([F:56])([F:55])[F:36])(=[O:40])=[O:39])(=[O:40])=[O:39].